This data is from Full USPTO retrosynthesis dataset with 1.9M reactions from patents (1976-2016). The task is: Predict the reactants needed to synthesize the given product. (1) Given the product [O:27]1[CH:32]=[CH:31][CH:29]=[C:28]1[N:26]([CH3:20])[C:6]([NH:7][C:8]1[S:9][C:10]2[CH:16]=[CH:15][CH:14]=[C:13]([O:17][CH3:18])[C:11]=2[N:12]=1)=[O:19], predict the reactants needed to synthesize it. The reactants are: C(O[C:6](=[O:19])[NH:7][C:8]1[S:9][C:10]2[CH:16]=[CH:15][CH:14]=[C:13]([O:17][CH3:18])[C:11]=2[N:12]=1)(C)(C)C.[CH2:20]([NH2:26])C1OC=CC=1.[O:27]1[CH2:32][CH2:31]O[CH2:29][CH2:28]1. (2) The reactants are: [CH:1]1([C:4](=O)[CH2:5][C:6]([O:8]C)=O)[CH2:3][CH2:2]1.C1(NN)C=CC=CC=1.[CH:19]1([C:22]2[N:26]([CH:27](C)C)[N:25]=[CH:24][C:23]=2C=O)[CH2:21][CH2:20]1. Given the product [CH:1]1([C:4]2[N:25]([C:24]3[CH:20]=[CH:21][CH:19]=[CH:22][CH:23]=3)[N:26]=[CH:27][C:5]=2[CH:6]=[O:8])[CH2:2][CH2:3]1, predict the reactants needed to synthesize it. (3) Given the product [OH:21][CH2:20][CH2:19][C:16]1[CH:17]=[CH:18][C:13]([CH2:12][CH2:11][CH2:10][CH2:9][O:8][Si:1]([C:4]([CH3:7])([CH3:6])[CH3:5])([CH3:3])[CH3:2])=[CH:14][CH:15]=1, predict the reactants needed to synthesize it. The reactants are: [Si:1]([O:8][CH2:9][CH2:10][CH2:11][CH2:12][C:13]1[CH:18]=[CH:17][C:16]([CH2:19][C:20](O)=[O:21])=[CH:15][CH:14]=1)([C:4]([CH3:7])([CH3:6])[CH3:5])([CH3:3])[CH3:2].[H-].[Al+3].[Li+].[H-].[H-].[H-].O.[OH-].[Na+].